From a dataset of Reaction yield outcomes from USPTO patents with 853,638 reactions. Predict the reaction yield, written as a fraction of the theoretical maximum amount of product (1.0 means a 100% yield; for example, 0.34 means a 34% yield). (1) The reactants are Cl[C:2]1[C:7]2[C:8](=[O:22])[N:9]([CH2:11][C:12]3[CH:17]=[CH:16][C:15]([O:18][CH3:19])=[CH:14][C:13]=3[O:20][CH3:21])[CH2:10][C:6]=2[C:5]([F:23])=[C:4]([NH:24][C@@H:25]2[CH2:30][CH2:29][CH2:28][CH2:27][C@@H:26]2[NH:31][C:32](=[O:38])[O:33][C:34]([CH3:37])([CH3:36])[CH3:35])[N:3]=1.C(=O)([O-])[O-].[Na+].[Na+].[CH3:45][N:46]1[CH:50]=[C:49](B2OC(C)(C)C(C)(C)O2)[CH:48]=[N:47]1.CCOC(C)=O. The catalyst is COCCOC.O.Cl[Pd](Cl)([P](C1C=CC=CC=1)(C1C=CC=CC=1)C1C=CC=CC=1)[P](C1C=CC=CC=1)(C1C=CC=CC=1)C1C=CC=CC=1. The product is [CH3:21][O:20][C:13]1[CH:14]=[C:15]([O:18][CH3:19])[CH:16]=[CH:17][C:12]=1[CH2:11][N:9]1[CH2:10][C:6]2[C:5]([F:23])=[C:4]([NH:24][C@@H:25]3[CH2:30][CH2:29][CH2:28][CH2:27][C@@H:26]3[NH:31][C:32](=[O:38])[O:33][C:34]([CH3:37])([CH3:36])[CH3:35])[N:3]=[C:2]([C:49]3[CH:48]=[N:47][N:46]([CH3:45])[CH:50]=3)[C:7]=2[C:8]1=[O:22]. The yield is 0.406. (2) The reactants are Br[C:2]1[CH:7]=[CH:6][CH:5]=[C:4]([Cl:8])[C:3]=1[Cl:9].[NH:10]1[CH2:16][CH2:15][CH2:14][NH:13][CH2:12][CH2:11]1.C1CCN2C(=NCCC2)CC1.CC([O-])(C)C.[Na+].[CH3:34][C:35]([O:38][C:39](O[C:39]([O:38][C:35]([CH3:37])([CH3:36])[CH3:34])=[O:40])=[O:40])([CH3:37])[CH3:36]. The catalyst is C(Cl)Cl.O.C1C=CC(/C=C/C(/C=C/C2C=CC=CC=2)=O)=CC=1.C1C=CC(/C=C/C(/C=C/C2C=CC=CC=2)=O)=CC=1.C1C=CC(/C=C/C(/C=C/C2C=CC=CC=2)=O)=CC=1.[Pd].[Pd].C1C=CC(P(C2C(C3C(P(C4C=CC=CC=4)C4C=CC=CC=4)=CC=C4C=3C=CC=C4)=C3C(C=CC=C3)=CC=2)C2C=CC=CC=2)=CC=1. The product is [Cl:9][C:3]1[C:4]([Cl:8])=[CH:5][CH:6]=[CH:7][C:2]=1[N:10]1[CH2:16][CH2:15][CH2:14][N:13]([C:39]([O:38][C:35]([CH3:37])([CH3:36])[CH3:34])=[O:40])[CH2:12][CH2:11]1. The yield is 0.700. (3) The reactants are [C:1]([O:4][CH2:5][C:6]1[C:7]([N:21]2[CH2:32][CH2:31][N:30]3[C:23](=[CH:24][C:25]4[CH2:26][C:27]([CH3:34])([CH3:33])[CH2:28][C:29]=43)[C:22]2=[O:35])=[N:8][CH:9]=[CH:10][C:11]=1B1OC(C)(C)C(C)(C)O1)(=[O:3])[CH3:2].Br[C:37]1[CH:38]=[C:39]([NH:45][C:46]2[CH:59]=[C:49]3[CH2:50][N:51]([CH:54]([CH3:58])[CH2:55][O:56][CH3:57])[CH2:52][CH2:53][N:48]3[N:47]=2)[C:40](=[O:44])[N:41]([CH3:43])[CH:42]=1.[O-]P([O-])([O-])=O.[K+].[K+].[K+].C([O-])(=O)C.[Na+]. The catalyst is C1C=CC(P(C2C=CC=CC=2)[C-]2C=CC=C2)=CC=1.C1C=CC(P(C2C=CC=CC=2)[C-]2C=CC=C2)=CC=1.Cl[Pd]Cl.[Fe+2].C(#N)C.O. The product is [C:1]([O:4][CH2:5][C:6]1[C:7]([N:21]2[CH2:32][CH2:31][N:30]3[C:23](=[CH:24][C:25]4[CH2:26][C:27]([CH3:34])([CH3:33])[CH2:28][C:29]=43)[C:22]2=[O:35])=[N:8][CH:9]=[CH:10][C:11]=1[C:37]1[CH:38]=[C:39]([NH:45][C:46]2[CH:59]=[C:49]3[CH2:50][N:51]([CH:54]([CH3:58])[CH2:55][O:56][CH3:57])[CH2:52][CH2:53][N:48]3[N:47]=2)[C:40](=[O:44])[N:41]([CH3:43])[CH:42]=1)(=[O:3])[CH3:2]. The yield is 0.500. (4) The reactants are Br[C:2]1[CH:9]=[CH:8][C:5]([C:6]#[N:7])=[CH:4][CH:3]=1.[C:10]([O:14][CH2:15][CH3:16])(=[O:13])[CH:11]=[CH2:12]. The catalyst is CN(C=O)C.CC([O-])=O.CC([O-])=O.[Pd+2].C1(C)C=CC=CC=1P(C1C=CC=CC=1C)C1C=CC=CC=1C. The product is [C:6]([C:5]1[CH:8]=[CH:9][C:2](/[CH:12]=[CH:11]/[C:10]([O:14][CH2:15][CH3:16])=[O:13])=[CH:3][CH:4]=1)#[N:7]. The yield is 0.920.